Dataset: Full USPTO retrosynthesis dataset with 1.9M reactions from patents (1976-2016). Task: Predict the reactants needed to synthesize the given product. (1) Given the product [O:64]1[C:60]([C:57]2[CH:58]=[CH:59][C:54]([CH2:53][N:15]3[C:14](=[O:17])[N:11]4[CH:12]=[N:13][C:8]([C:5]5[CH:4]=[CH:3][C:2]([Cl:1])=[CH:7][CH:6]=5)=[C:9]([C:18]5[CH:23]=[CH:22][CH:21]=[CH:20][CH:19]=5)[C:10]4=[N:16]3)=[CH:55][CH:56]=2)=[CH:61][CH:62]=[N:63]1, predict the reactants needed to synthesize it. The reactants are: [Cl:1][C:2]1[CH:7]=[CH:6][C:5]([C:8]2[N:13]=[CH:12][N:11]3[C:14](=[O:17])[NH:15][N:16]=[C:10]3[C:9]=2[C:18]2[CH:23]=[CH:22][CH:21]=[CH:20][CH:19]=2)=[CH:4][CH:3]=1.ClC1C=CC(C2N=CN=C(NNC(OC(Cl)(Cl)Cl)=O)C=2C2C=CC=CC=2)=CC=1.Br[CH2:53][C:54]1[CH:59]=[CH:58][C:57]([C:60]2[O:64][N:63]=[CH:62][CH:61]=2)=[CH:56][CH:55]=1.C([O-])([O-])=O.[K+].[K+]. (2) Given the product [N:20]1[CH:21]=[CH:22][CH:23]=[CH:24][C:19]=1[CH2:18][C:8]12[CH2:16][CH2:15][C:14]3([O:27][CH2:26][CH2:25][O:17]3)[CH2:13][CH:9]1[CH2:10][CH2:11][CH2:12][C:4]1[CH:3]=[C:2]([OH:1])[N:7]=[CH:6][C:5]=12, predict the reactants needed to synthesize it. The reactants are: [OH:1][C:2]1[N:7]=[CH:6][C:5]2[C:8]3([CH2:18][C:19]4[CH:24]=[CH:23][CH:22]=[CH:21][N:20]=4)[CH2:16][CH2:15][C:14](=[O:17])[CH2:13][CH:9]3[CH2:10][CH2:11][CH2:12][C:4]=2[CH:3]=1.[CH2:25](O)[CH2:26][OH:27].CC1C=CC(S(O)(=O)=O)=CC=1. (3) The reactants are: [CH3:1][O:2][C:3]1[CH:4]=[C:5]([CH:9]=[CH:10][C:11]=1[O:12][CH3:13])[C:6](Cl)=[O:7].[NH2:14][C:15]1[CH:20]=[CH:19][C:18]([C:21]([CH3:25])([CH3:24])[C:22]#[N:23])=[C:17]([Cl:26])[CH:16]=1.C(N(CC)CC)C. Given the product [Cl:26][C:17]1[CH:16]=[C:15]([NH:14][C:6](=[O:7])[C:5]2[CH:9]=[CH:10][C:11]([O:12][CH3:13])=[C:3]([O:2][CH3:1])[CH:4]=2)[CH:20]=[CH:19][C:18]=1[C:21]([C:22]#[N:23])([CH3:25])[CH3:24], predict the reactants needed to synthesize it. (4) Given the product [C:20]([C:14]1[CH:15]=[C:16]([F:19])[CH:17]=[CH:18][C:13]=1[O:12][C:7]1[C:6]([CH2:23][C:24]2[CH:25]=[CH:26][CH:27]=[CH:28][CH:29]=2)=[CH:5][C:4]2[C:9](=[CH:10][CH:11]=[C:2]([NH:1][C:46]([NH:45][C:41]3[CH:42]=[CH:43][CH:44]=[C:39]([N+:36]([O-:38])=[O:37])[CH:40]=3)=[O:47])[CH:3]=2)[N:8]=1)(=[O:22])[CH3:21], predict the reactants needed to synthesize it. The reactants are: [NH2:1][C:2]1[CH:3]=[C:4]2[C:9](=[CH:10][CH:11]=1)[N:8]=[C:7]([O:12][C:13]1[CH:18]=[CH:17][C:16]([F:19])=[CH:15][C:14]=1[C:20](=[O:22])[CH3:21])[C:6]([CH2:23][C:24]1[CH:29]=[CH:28][CH:27]=[CH:26][CH:25]=1)=[CH:5]2.N1C=CC=CC=1.[N+:36]([C:39]1[CH:40]=[C:41]([N:45]=[C:46]=[O:47])[CH:42]=[CH:43][CH:44]=1)([O-:38])=[O:37]. (5) The reactants are: [NH2:1][C:2]1[CH:3]=[C:4]([C@@H:8]([N:10]2[CH2:15][CH2:14][N:13]([C:16]([C:18]3[CH:19]=[N:20][N:21]4[C:26]([C:27]([F:30])([F:29])[F:28])=[C:25]([CH3:31])[C:24]([C:32]5[CH:37]=[CH:36][C:35]([O:38][CH3:39])=[CH:34][CH:33]=5)=[N:23][C:22]=34)=[O:17])[C@H:12]([CH3:40])[CH2:11]2)[CH3:9])[CH:5]=[CH:6][CH:7]=1.[CH3:41][S:42](Cl)(=[O:44])=[O:43]. Given the product [CH3:39][O:38][C:35]1[CH:36]=[CH:37][C:32]([C:24]2[C:25]([CH3:31])=[C:26]([C:27]([F:28])([F:30])[F:29])[N:21]3[N:20]=[CH:19][C:18]([C:16]([N:13]4[CH2:14][CH2:15][N:10]([C@H:8]([C:4]5[CH:3]=[C:2]([NH:1][S:42]([CH3:41])(=[O:44])=[O:43])[CH:7]=[CH:6][CH:5]=5)[CH3:9])[CH2:11][C@H:12]4[CH3:40])=[O:17])=[C:22]3[N:23]=2)=[CH:33][CH:34]=1, predict the reactants needed to synthesize it. (6) The reactants are: C[O:2][C:3]1[CH:8]=[CH:7][C:6]([CH2:9][CH2:10][O:11][N:12]2[C:16]3[CH:17]=[CH:18][CH:19]=[C:20]([CH3:21])[C:15]=3[N:14]=[C:13]2[CH3:22])=[CH:5][CH:4]=1.B(Br)(Br)Br.C(=O)(O)[O-].[Na+]. Given the product [OH:2][C:3]1[CH:8]=[CH:7][C:6]([CH2:9][CH2:10][O:11][N:12]2[C:16]3[CH:17]=[CH:18][CH:19]=[C:20]([CH3:21])[C:15]=3[N:14]=[C:13]2[CH3:22])=[CH:5][CH:4]=1, predict the reactants needed to synthesize it.